From a dataset of Catalyst prediction with 721,799 reactions and 888 catalyst types from USPTO. Predict which catalyst facilitates the given reaction. Reactant: [F:1][C:2]1[CH:10]=[CH:9][CH:8]=[C:7]2[C:3]=1[CH:4]=[C:5]([C:11]([NH:13][NH:14][C:15]([C:17]1[C:18]([N:37]([CH3:42])[S:38]([CH3:41])(=[O:40])=[O:39])=[CH:19][C:20]3[O:24][C:23]([C:25]4[CH:30]=[CH:29][C:28]([F:31])=[CH:27][CH:26]=4)=[C:22]([C:32]([NH:34][CH3:35])=[O:33])[C:21]=3[CH:36]=1)=O)=[O:12])[NH:6]2.C1C=CC(P(C2C=CC=CC=2)C2C=CC=CC=2)=CC=1.CCN(C(C)C)C(C)C.C(C(Cl)(Cl)Cl)(Cl)(Cl)Cl. Product: [F:1][C:2]1[CH:10]=[CH:9][CH:8]=[C:7]2[C:3]=1[CH:4]=[C:5]([C:11]1[O:12][C:15]([C:17]3[C:18]([N:37]([CH3:42])[S:38]([CH3:41])(=[O:39])=[O:40])=[CH:19][C:20]4[O:24][C:23]([C:25]5[CH:26]=[CH:27][C:28]([F:31])=[CH:29][CH:30]=5)=[C:22]([C:32]([NH:34][CH3:35])=[O:33])[C:21]=4[CH:36]=3)=[N:14][N:13]=1)[NH:6]2. The catalyst class is: 10.